Dataset: Reaction yield outcomes from USPTO patents with 853,638 reactions. Task: Predict the reaction yield, written as a fraction of the theoretical maximum amount of product (1.0 means a 100% yield; for example, 0.34 means a 34% yield). (1) The reactants are [F:1][C:2]1[CH:3]=[C:4]([N+:19]([O-:21])=[O:20])[C:5]([NH:9][C@H:10]([C:12]2[CH:17]=[CH:16][C:15]([F:18])=[CH:14][N:13]=2)[CH3:11])=[N:6][C:7]=1F.[CH3:22][O:23][C:24]1[NH:28][N:27]=[C:26]([NH2:29])[CH:25]=1.CCN(C(C)C)C(C)C. The catalyst is C(O)(C)C. The product is [F:1][C:2]1[C:7]([NH:29][C:26]2[CH:25]=[C:24]([O:23][CH3:22])[NH:28][N:27]=2)=[N:6][C:5]([NH:9][C@H:10]([C:12]2[CH:17]=[CH:16][C:15]([F:18])=[CH:14][N:13]=2)[CH3:11])=[C:4]([N+:19]([O-:21])=[O:20])[CH:3]=1. The yield is 0.440. (2) The yield is 0.860. The catalyst is C(O)C.C(Cl)Cl. The reactants are O=C1C2C(=CC=CC=2)C(=O)[N:3]1[O:12][CH2:13][CH2:14][O:15][CH:16]1[CH2:21][CH2:20][N:19]([C:22]([O:24][C:25]([CH3:28])([CH3:27])[CH3:26])=[O:23])[CH2:18][CH2:17]1.O.NN. The product is [NH2:3][O:12][CH2:13][CH2:14][O:15][CH:16]1[CH2:21][CH2:20][N:19]([C:22]([O:24][C:25]([CH3:28])([CH3:27])[CH3:26])=[O:23])[CH2:18][CH2:17]1. (3) The reactants are [I:1][C:2]1[CH:7]=[CH:6][C:5]([S:8](Cl)(=[O:10])=[O:9])=[CH:4][CH:3]=1.[CH3:12][O:13][CH2:14][CH2:15][NH2:16].C(N(CC)CC)C. The catalyst is C(Cl)Cl. The product is [CH3:12][O:13][CH2:14][CH2:15][NH:16][S:8]([C:5]1[CH:6]=[CH:7][C:2]([I:1])=[CH:3][CH:4]=1)(=[O:10])=[O:9]. The yield is 1.00. (4) The reactants are C(Cl)(=O)C.[CH:5]1([O:8][C:9]2[CH:10]=[C:11]([C:19]3[NH:36][C:22]4[CH:23]=[N:24][N:25](COCC[Si](C)(C)C)[C:26](=[O:27])[C:21]=4[C:20]=3[CH2:37][O:38][CH3:39])[CH:12]=[CH:13][C:14]=2[O:15][CH:16]([F:18])[F:17])[CH2:7][CH2:6]1.C[O-].[Na+]. The catalyst is CO. The product is [CH:5]1([O:8][C:9]2[CH:10]=[C:11]([C:19]3[NH:36][C:22]4[CH:23]=[N:24][NH:25][C:26](=[O:27])[C:21]=4[C:20]=3[CH2:37][O:38][CH3:39])[CH:12]=[CH:13][C:14]=2[O:15][CH:16]([F:17])[F:18])[CH2:6][CH2:7]1. The yield is 0.560. (5) The reactants are [CH:1]1([N:4]2[C:9](=[O:10])[C:8]3[C:11](OS(C4C=CC(C)=CC=4)(=O)=O)=[C:12]([CH3:17])[C:13](=[O:16])[N:14]([CH3:15])[C:7]=3[N:6]([C:29]3[CH:34]=[CH:33][C:32]([I:35])=[CH:31][C:30]=3[F:36])[C:5]2=[O:37])[CH2:3][CH2:2]1.[NH2:38][C:39]1[CH:40]=[C:41]([CH:46]=[CH:47][CH:48]=1)[NH:42][C:43](=[O:45])[CH3:44].CN(C)C(=O)C.N1C(C)=CC=CC=1C. The catalyst is CO. The product is [CH:1]1([N:4]2[C:9](=[O:10])[C:8]3[C:11]([NH:38][C:39]4[CH:40]=[C:41]([NH:42][C:43](=[O:45])[CH3:44])[CH:46]=[CH:47][CH:48]=4)=[C:12]([CH3:17])[C:13](=[O:16])[N:14]([CH3:15])[C:7]=3[N:6]([C:29]3[CH:34]=[CH:33][C:32]([I:35])=[CH:31][C:30]=3[F:36])[C:5]2=[O:37])[CH2:2][CH2:3]1. The yield is 0.930. (6) The reactants are CC1C=CC(S(OCC2CC3C=CC=C(C4C=CC=CC=4F)C=3O2)(=O)=O)=CC=1.[N-]=[N+]=[N-].[Na+].[N:33]([CH2:36][CH:37]1[CH2:41][C:40]2[CH:42]=[CH:43][CH:44]=[C:45]([C:46]3[CH:51]=[CH:50][CH:49]=[CH:48][C:47]=3[F:52])[C:39]=2[O:38]1)=[N+]=[N-].[N-]=[N+]=[N-]. The catalyst is [Pt]. The product is [F:52][C:47]1[CH:48]=[CH:49][CH:50]=[CH:51][C:46]=1[C:45]1[C:39]2[O:38][CH:37]([CH2:36][NH2:33])[CH2:41][C:40]=2[CH:42]=[CH:43][CH:44]=1. The yield is 0.830. (7) The reactants are [CH2:1]([C:3]1[CH:4]=[C:5]([C:16]2[N:20]=[C:19]([C:21]3[CH:26]=[CH:25][C:24]([O:27][C:28]4[CH:33]=[CH:32][CH:31]=[CH:30][CH:29]=4)=[CH:23][CH:22]=3)[O:18][N:17]=2)[S:6][C:7]=1[CH2:8][O:9]C1CCCCO1)[CH3:2].C1(C)C=CC(S([O-])(=O)=O)=CC=1.[NH+]1C=CC=CC=1.O. The catalyst is C(O)C. The product is [CH2:1]([C:3]1[CH:4]=[C:5]([C:16]2[N:20]=[C:19]([C:21]3[CH:22]=[CH:23][C:24]([O:27][C:28]4[CH:29]=[CH:30][CH:31]=[CH:32][CH:33]=4)=[CH:25][CH:26]=3)[O:18][N:17]=2)[S:6][C:7]=1[CH2:8][OH:9])[CH3:2]. The yield is 0.920. (8) The reactants are [C:1]([C:3]1[CH:4]=[C:5]2[C:10](=[CH:11][C:12]=1F)[O:9][C:8](C)(C)[CH2:7][CH:6]2[C:16]([O:18][CH3:19])=[O:17])#[N:2].[OH:20][C:21]1[CH:33]=[CH:32][C:24]([C:25]([O:27][C:28]([CH3:31])([CH3:30])[CH3:29])=[O:26])=[CH:23][CH:22]=1.C([O-])([O-])=O.[K+].[K+]. The catalyst is CN1CCCC1=O. The product is [C:28]([O:27][C:25]([C:24]1[CH:23]=[CH:22][C:21]([O:20][C:12]2[CH:11]=[C:10]3[C:5]([CH:6]([C:16]([O:18][CH3:19])=[O:17])[CH2:7][CH2:8][O:9]3)=[CH:4][C:3]=2[C:1]#[N:2])=[CH:33][CH:32]=1)=[O:26])([CH3:31])([CH3:29])[CH3:30]. The yield is 0.328. (9) The reactants are CO[C:3](=[O:24])[C:4]1[CH:9]=[CH:8][C:7]([O:10][CH2:11][C:12]2[C:13]([C:18]3[CH:23]=[CH:22][CH:21]=[CH:20][CH:19]=3)=[N:14][O:15][C:16]=2[CH3:17])=[N:6][CH:5]=1.[NH:25]1[CH2:31][CH2:30][CH2:29][C@@H:26]1[CH2:27][OH:28]. No catalyst specified. The product is [OH:28][CH2:27][C@H:26]1[CH2:29][CH2:30][CH2:31][N:25]1[C:3]([C:4]1[CH:5]=[N:6][C:7]([O:10][CH2:11][C:12]2[C:13]([C:18]3[CH:19]=[CH:20][CH:21]=[CH:22][CH:23]=3)=[N:14][O:15][C:16]=2[CH3:17])=[CH:8][CH:9]=1)=[O:24]. The yield is 0.960. (10) The reactants are C[Si](C)(C)[O:3][C:4](=[CH:6][CH2:7][CH:8]([CH3:10])[CH3:9])[CH3:5].[I-].[CH3:14][N+:15](=[CH2:17])[CH3:16]. The catalyst is C(#N)C. The product is [CH3:14][N:15]([CH2:17][CH:6]([CH2:7][CH:8]([CH3:10])[CH3:9])[C:4](=[O:3])[CH3:5])[CH3:16]. The yield is 0.460.